From a dataset of Merck oncology drug combination screen with 23,052 pairs across 39 cell lines. Regression. Given two drug SMILES strings and cell line genomic features, predict the synergy score measuring deviation from expected non-interaction effect. (1) Synergy scores: synergy=14.0. Drug 1: COc1cc(C2c3cc4c(cc3C(OC3OC5COC(C)OC5C(O)C3O)C3COC(=O)C23)OCO4)cc(OC)c1O. Cell line: SW837. Drug 2: O=C(NOCC(O)CO)c1ccc(F)c(F)c1Nc1ccc(I)cc1F. (2) Drug 1: CN1C(=O)C=CC2(C)C3CCC4(C)C(NC(=O)OCC(F)(F)F)CCC4C3CCC12. Cell line: SKMEL30. Drug 2: O=c1[nH]cc(F)c(=O)[nH]1. Synergy scores: synergy=13.8. (3) Drug 1: Cn1nnc2c(C(N)=O)ncn2c1=O. Drug 2: CCc1cnn2c(NCc3ccc[n+]([O-])c3)cc(N3CCCCC3CCO)nc12. Cell line: KPL1. Synergy scores: synergy=-11.2.